From a dataset of Forward reaction prediction with 1.9M reactions from USPTO patents (1976-2016). Predict the product of the given reaction. (1) Given the reactants C([O:3][C:4]([C:6]1[C:15](=[O:16])[C:14]2[C:9](=[N:10][C:11](F)=[C:12]([CH2:17][C:18]3[CH:23]=[CH:22][CH:21]=[C:20]([Cl:24])[C:19]=3[F:25])[CH:13]=2)[N:8]([C@H:27]([C:32](C)(C)[O:33][SiH2]C(C)(C)C)[C:28]([CH3:31])([CH3:30])[CH3:29])[CH:7]=1)=[O:5])C.[NH:41]1[CH2:46][CH2:45][O:44][CH2:43][CH2:42]1.[OH-].[Na+], predict the reaction product. The product is: [CH3:31][C:28]([C@H:27]([N:8]1[C:9]2[C:14](=[CH:13][C:12]([CH2:17][C:18]3[CH:23]=[CH:22][CH:21]=[C:20]([Cl:24])[C:19]=3[F:25])=[C:11]([N:41]3[CH2:46][CH2:45][O:44][CH2:43][CH2:42]3)[N:10]=2)[C:15](=[O:16])[C:6]([C:4]([OH:5])=[O:3])=[CH:7]1)[CH2:32][OH:33])([CH3:29])[CH3:30]. (2) Given the reactants [CH2:1]([O:3][C:4]([N:6]1[CH2:11][CH2:10][N:9]([C:12](=[O:39])[C@@H:13]([NH:23][C:24]([C:26]2[CH:31]=[C:30](Cl)[N:29]=[C:28]([C:33]3[CH:38]=[CH:37][CH:36]=[CH:35][CH:34]=3)[N:27]=2)=[O:25])[CH2:14][CH2:15][C:16]([O:18][C:19]([CH3:22])([CH3:21])[CH3:20])=[O:17])[CH2:8][CH2:7]1)=[O:5])[CH3:2].[C:40]1([CH3:49])[CH:45]=[CH:44][CH:43]=[C:42](B(O)O)[CH:41]=1, predict the reaction product. The product is: [CH2:1]([O:3][C:4]([N:6]1[CH2:11][CH2:10][N:9]([C:12](=[O:39])[C@@H:13]([NH:23][C:24]([C:26]2[CH:31]=[C:30]([C:42]3[CH:41]=[C:40]([CH3:49])[CH:45]=[CH:44][CH:43]=3)[N:29]=[C:28]([C:33]3[CH:38]=[CH:37][CH:36]=[CH:35][CH:34]=3)[N:27]=2)=[O:25])[CH2:14][CH2:15][C:16]([O:18][C:19]([CH3:22])([CH3:21])[CH3:20])=[O:17])[CH2:8][CH2:7]1)=[O:5])[CH3:2].